This data is from Reaction yield outcomes from USPTO patents with 853,638 reactions. The task is: Predict the reaction yield, written as a fraction of the theoretical maximum amount of product (1.0 means a 100% yield; for example, 0.34 means a 34% yield). (1) The yield is 0.960. The catalyst is C(Cl)Cl. The product is [Cl:1][C:2]1[CH:7]=[CH:6][C:5]([S:8]([N:11]2[CH:16]([CH2:17][CH3:18])[CH2:15][C:14]3([O:32][CH2:31][CH2:30][O:19]3)[CH2:13][CH:12]2[C:20]([O:22][CH2:23][CH3:24])=[O:21])(=[O:9])=[O:10])=[CH:4][CH:3]=1. The reactants are [Cl:1][C:2]1[CH:7]=[CH:6][C:5]([S:8]([N:11]2[CH:16]([CH2:17][CH3:18])[CH2:15][C:14](=[O:19])[CH2:13][CH:12]2[C:20]([O:22][CH2:23][CH3:24])=[O:21])(=[O:10])=[O:9])=[CH:4][CH:3]=1.C[Si](Cl)(C)C.[CH2:30](O)[CH2:31][OH:32]. (2) The reactants are [F:1][C:2]1[CH:10]=[CH:9][CH:8]=[C:7]2[C:3]=1[C:4]([C:25](=[O:34])[NH:26][C@H:27]1[CH2:32][CH2:31][CH2:30][CH2:29][C@@H:28]1[OH:33])=[CH:5][N:6]2[CH2:11][CH:12]1[CH2:17][CH2:16][N:15](C(OC(C)(C)C)=O)[CH2:14][CH2:13]1.Cl. The catalyst is O1CCOCC1. The product is [F:1][C:2]1[CH:10]=[CH:9][CH:8]=[C:7]2[C:3]=1[C:4]([C:25]([NH:26][C@H:27]1[CH2:32][CH2:31][CH2:30][CH2:29][C@@H:28]1[OH:33])=[O:34])=[CH:5][N:6]2[CH2:11][CH:12]1[CH2:17][CH2:16][NH:15][CH2:14][CH2:13]1. The yield is 0.890. (3) The reactants are [B-](F)(F)(F)F.C1[N+](=S(F)[F:13])CCOC1.F.F.F.C(N(CC)CC)C.O[C@@H:26]1[CH2:31][CH2:30][C@@H:29]([C:32]([O:34][CH2:35][C:36]2[CH:41]=[CH:40][CH:39]=[CH:38][CH:37]=2)=[O:33])[C@H:28]([C:42]([O:44][CH3:45])=[O:43])[CH2:27]1. The catalyst is C(Cl)Cl. The product is [F:13][C@H:26]1[CH2:31][CH2:30][C@@H:29]([C:32]([O:34][CH2:35][C:36]2[CH:41]=[CH:40][CH:39]=[CH:38][CH:37]=2)=[O:33])[C@H:28]([C:42]([O:44][CH3:45])=[O:43])[CH2:27]1. The yield is 0.254. (4) The reactants are [CH3:1][O:2][C@H:3]([CH3:7])[C:4]([OH:6])=O.C[N:9]1CCOCC1.ClC(OCC(C)C)=O.Cl[C:24]1[CH:29]=[C:28]([O:30][C:31]2[C:36]([F:37])=[CH:35][C:34]([NH:38][C:39]([C:41]3([C:44]([NH:46][C:47]4[CH:52]=[CH:51][C:50]([F:53])=[CH:49][CH:48]=4)=[O:45])[CH2:43][CH2:42]3)=[O:40])=[C:33]([F:54])[CH:32]=2)[CH:27]=[CH:26][N:25]=1. The catalyst is C(Cl)Cl. The product is [F:54][C:33]1[CH:32]=[C:31]([O:30][C:28]2[CH:27]=[CH:26][N:25]=[C:24]([NH:9][C:4](=[O:6])[C@H:3]([O:2][CH3:1])[CH3:7])[CH:29]=2)[C:36]([F:37])=[CH:35][C:34]=1[NH:38][C:39]([C:41]1([C:44]([NH:46][C:47]2[CH:52]=[CH:51][C:50]([F:53])=[CH:49][CH:48]=2)=[O:45])[CH2:43][CH2:42]1)=[O:40]. The yield is 0.210. (5) The reactants are N1C=CN=[C:2]1[NH:6][C:7]([C:9]1[C:17]2[N:16]=[C:15]([NH:18][C:19]([C:21]3[N:22]=[CH:23][C:24]4[C:29]([CH:30]=3)=[CH:28][CH:27]=[CH:26][CH:25]=4)=[O:20])[NH:14][C:13]=2[CH:12]=[CH:11][CH:10]=1)=[O:8].CN(C(O[N:39]1N=N[C:41]2[CH:42]=[CH:43][CH:44]=C[C:40]1=2)=[N+](C)C)C.F[P-](F)(F)(F)(F)F.CCN(C(C)C)C(C)C.C1(N)C(N)=CC=CC=1. The catalyst is CN(C=O)C. The product is [NH2:39][C:40]1[CH:41]=[CH:42][CH:43]=[CH:44][C:2]=1[NH:6][C:7]([C:9]1[C:17]2[NH:16][C:15]([NH:18][C:19]([C:21]3[C:30]4[C:25](=[CH:26][CH:27]=[CH:28][CH:29]=4)[CH:24]=[CH:23][N:22]=3)=[O:20])=[N:14][C:13]=2[CH:12]=[CH:11][CH:10]=1)=[O:8]. The yield is 0.800. (6) The reactants are N1CCCCC1.[OH:7][C:8]1[CH:9]=[C:10]([CH:13]=[CH:14][C:15]=1[O:16][CH3:17])[CH:11]=O.C([CH2:21][C:22]([NH:24][C:25]1[CH:33]=[CH:32][CH:31]=[CH:30][C:26]=1[C:27]([OH:29])=[O:28])=[O:23])(O)=O.Cl. The catalyst is C1(C)C=CC=CC=1. The product is [OH:7][C:8]1[CH:9]=[C:10](/[CH:11]=[CH:21]/[C:22]([NH:24][C:25]2[CH:33]=[CH:32][CH:31]=[CH:30][C:26]=2[C:27]([OH:29])=[O:28])=[O:23])[CH:13]=[CH:14][C:15]=1[O:16][CH3:17]. The yield is 0.760.